Task: Regression. Given two drug SMILES strings and cell line genomic features, predict the synergy score measuring deviation from expected non-interaction effect.. Dataset: NCI-60 drug combinations with 297,098 pairs across 59 cell lines (1) Drug 1: CC1C(C(CC(O1)OC2CC(CC3=C2C(=C4C(=C3O)C(=O)C5=C(C4=O)C(=CC=C5)OC)O)(C(=O)C)O)N)O.Cl. Drug 2: CC(C)NC(=O)C1=CC=C(C=C1)CNNC.Cl. Cell line: U251. Synergy scores: CSS=41.7, Synergy_ZIP=0.774, Synergy_Bliss=-1.58, Synergy_Loewe=-75.5, Synergy_HSA=-2.07. (2) Drug 1: CC(CN1CC(=O)NC(=O)C1)N2CC(=O)NC(=O)C2. Drug 2: CC(C)CN1C=NC2=C1C3=CC=CC=C3N=C2N. Cell line: T-47D. Synergy scores: CSS=-0.955, Synergy_ZIP=-1.12, Synergy_Bliss=-3.53, Synergy_Loewe=-3.74, Synergy_HSA=-4.08. (3) Drug 2: CCN(CC)CCCC(C)NC1=C2C=C(C=CC2=NC3=C1C=CC(=C3)Cl)OC. Synergy scores: CSS=1.79, Synergy_ZIP=0.793, Synergy_Bliss=2.20, Synergy_Loewe=-6.75, Synergy_HSA=-2.75. Drug 1: CN(C)C1=NC(=NC(=N1)N(C)C)N(C)C. Cell line: UACC-257. (4) Drug 1: C1CC(C1)(C(=O)O)C(=O)O.[NH2-].[NH2-].[Pt+2]. Drug 2: C1CC(=O)NC(=O)C1N2C(=O)C3=CC=CC=C3C2=O. Cell line: SN12C. Synergy scores: CSS=7.89, Synergy_ZIP=-0.574, Synergy_Bliss=1.78, Synergy_Loewe=-0.721, Synergy_HSA=-0.159. (5) Drug 1: CC1CCC2CC(C(=CC=CC=CC(CC(C(=O)C(C(C(=CC(C(=O)CC(OC(=O)C3CCCCN3C(=O)C(=O)C1(O2)O)C(C)CC4CCC(C(C4)OC)OCCO)C)C)O)OC)C)C)C)OC. Drug 2: CC(C)CN1C=NC2=C1C3=CC=CC=C3N=C2N. Cell line: M14. Synergy scores: CSS=7.04, Synergy_ZIP=0.575, Synergy_Bliss=5.23, Synergy_Loewe=0.935, Synergy_HSA=1.26. (6) Drug 1: CN(C)N=NC1=C(NC=N1)C(=O)N. Drug 2: CN(CCCl)CCCl.Cl. Cell line: NCI/ADR-RES. Synergy scores: CSS=-7.11, Synergy_ZIP=-1.65, Synergy_Bliss=-8.98, Synergy_Loewe=-14.4, Synergy_HSA=-11.2. (7) Drug 1: CC(CN1CC(=O)NC(=O)C1)N2CC(=O)NC(=O)C2. Cell line: CAKI-1. Drug 2: CC1=C2C(C(=O)C3(C(CC4C(C3C(C(C2(C)C)(CC1OC(=O)C(C(C5=CC=CC=C5)NC(=O)C6=CC=CC=C6)O)O)OC(=O)C7=CC=CC=C7)(CO4)OC(=O)C)O)C)OC(=O)C. Synergy scores: CSS=45.5, Synergy_ZIP=-12.1, Synergy_Bliss=-3.42, Synergy_Loewe=-4.90, Synergy_HSA=2.93. (8) Drug 1: C1=CC=C(C=C1)NC(=O)CCCCCCC(=O)NO. Drug 2: CCC1=C2CN3C(=CC4=C(C3=O)COC(=O)C4(CC)O)C2=NC5=C1C=C(C=C5)O. Cell line: NCIH23. Synergy scores: CSS=73.8, Synergy_ZIP=0.503, Synergy_Bliss=-1.54, Synergy_Loewe=-6.39, Synergy_HSA=0.0107.